From a dataset of Forward reaction prediction with 1.9M reactions from USPTO patents (1976-2016). Predict the product of the given reaction. (1) The product is: [CH2:3]1[N:2]([N+:13]([O-:15])=[O:14])[CH2:1][N:6]([N+:7]([O-:9])=[O:8])[CH2:5][N:4]1[N+:10]([O-:12])=[O:11].[CH2:28]([O:29][N+:30]([O-:32])=[O:31])[C:17]([CH2:18][O:19][N+:20]([O-:22])=[O:21])([CH2:16][O:33][N+:34]([O-:36])=[O:35])[CH2:23][O:24][N+:25]([O-:27])=[O:26]. Given the reactants [CH2:1]1[N:6]([N+:7]([O-:9])=[O:8])[CH2:5][N:4]([N+:10]([O-:12])=[O:11])[CH2:3][N:2]1[N+:13]([O-:15])=[O:14].[CH2:16]([O:33][N+:34]([O-:36])=[O:35])[C:17]([CH2:28][O:29][N+:30]([O-:32])=[O:31])([CH2:23][O:24][N+:25]([O-:27])=[O:26])[CH2:18][O:19][N+:20]([O-:22])=[O:21], predict the reaction product. (2) Given the reactants [OH:1][C:2]1[CH:3]=[C:4]2[C:8](=[CH:9][CH:10]=1)[NH:7][CH:6]=[CH:5]2.C(=O)([O-])[O-].[K+].[K+].[CH:17](I)([CH3:19])[CH3:18], predict the reaction product. The product is: [CH:17]([O:1][C:2]1[CH:3]=[C:4]2[C:8](=[CH:9][CH:10]=1)[NH:7][CH:6]=[CH:5]2)([CH3:19])[CH3:18]. (3) Given the reactants [CH2:1]([N:8]1[CH2:13][CH2:12]C(=O)[CH2:10][CH2:9]1)[C:2]1[CH:7]=[CH:6][CH:5]=[CH:4][CH:3]=1.[NH2:15][C:16]1[CH:21]=[CH:20][CH:19]=[CH:18][CH:17]=1.[NH3:22].[OH-].[NH4+].[C:25](O)(=O)[CH3:26], predict the reaction product. The product is: [CH2:1]([N:8]1[CH2:13][CH2:12][C:25]([NH:15][C:16]2[CH:21]=[CH:20][CH:19]=[CH:18][CH:17]=2)([C:26]#[N:22])[CH2:10][CH2:9]1)[C:2]1[CH:7]=[CH:6][CH:5]=[CH:4][CH:3]=1. (4) Given the reactants [C:1]([NH:9][C:10]1[CH:19]=[CH:18][CH:17]=[C:16]2[C:11]=1[CH:12]=[CH:13][CH:14]=[C:15]2[S:20](Cl)(=[O:22])=[O:21])(=[O:8])[C:2]1[CH:7]=[CH:6][CH:5]=[CH:4][CH:3]=1.C(N(CC)CC)C.[CH3:31][O:32][C:33]1[CH:38]=[CH:37][C:36]([NH2:39])=[CH:35][CH:34]=1, predict the reaction product. The product is: [CH3:31][O:32][C:33]1[CH:38]=[CH:37][C:36]([NH:39][S:20]([C:15]2[CH:14]=[CH:13][CH:12]=[C:11]3[C:16]=2[CH:17]=[CH:18][CH:19]=[C:10]3[NH:9][C:1](=[O:8])[C:2]2[CH:7]=[CH:6][CH:5]=[CH:4][CH:3]=2)(=[O:22])=[O:21])=[CH:35][CH:34]=1. (5) Given the reactants [CH2:1]([O:8][C:9]1[CH:18]=[C:17]2[C:12]([C:13]([Cl:20])=[CH:14][C:15]([CH3:19])=[N:16]2)=[CH:11][CH:10]=1)[C:2]1[CH:7]=[CH:6][CH:5]=[CH:4][CH:3]=1.[CH2:21]([O:23][C@H:24]1[CH2:28][CH2:27][NH:26][CH2:25]1)[CH3:22], predict the reaction product. The product is: [ClH:20].[CH2:1]([O:8][C:9]1[CH:18]=[C:17]2[C:12]([C:13]([N:26]3[CH2:27][CH2:28][C@H:24]([O:23][CH2:21][CH3:22])[CH2:25]3)=[CH:14][C:15]([CH3:19])=[N:16]2)=[CH:11][CH:10]=1)[C:2]1[CH:7]=[CH:6][CH:5]=[CH:4][CH:3]=1. (6) Given the reactants [Cl:1][C:2]1[CH:7]=[C:6]([Cl:8])[CH:5]=[C:4]([Cl:9])[C:3]=1[C:10]1[O:18][C:17](=[O:19])[CH:16]2[CH:12]([S:13][CH:14]=[N:15]2)[N:11]=1.[C:20]([O:24][C:25]([N:27]1[CH2:32][CH2:31][N:30]([C:33]2[CH:34]=[N:35][C:36]([NH2:39])=[CH:37][CH:38]=2)[CH2:29][CH2:28]1)=[O:26])([CH3:23])([CH3:22])[CH3:21], predict the reaction product. The product is: [C:20]([O:24][C:25]([N:27]1[CH2:32][CH2:31][N:30]([C:33]2[CH:34]=[N:35][C:36]([NH:39][C:17]([C:16]3[N:15]=[CH:14][S:13][C:12]=3[NH:11][C:10](=[O:18])[C:3]3[C:2]([Cl:1])=[CH:7][C:6]([Cl:8])=[CH:5][C:4]=3[Cl:9])=[O:19])=[CH:37][CH:38]=2)[CH2:29][CH2:28]1)=[O:26])([CH3:23])([CH3:21])[CH3:22]. (7) Given the reactants [CH3:1][N:2]([CH3:12])[C:3]1[C:4]2[CH:11]=[N:10][NH:9][C:5]=2[N:6]=[CH:7][CH:8]=1.[OH-].[K+].[I:15]I, predict the reaction product. The product is: [I:15][C:11]1[C:4]2[C:3]([N:2]([CH3:12])[CH3:1])=[CH:8][CH:7]=[N:6][C:5]=2[NH:9][N:10]=1.